Predict the reactants needed to synthesize the given product. From a dataset of Full USPTO retrosynthesis dataset with 1.9M reactions from patents (1976-2016). (1) Given the product [CH3:50][CH:49]([CH3:51])[C@H:6]([NH:5][C:3](=[O:4])[O:2][CH3:1])[C:7]([N:9]1[CH2:13][CH2:12][CH2:11][C@H:10]1[C:14]1[NH:15][C:16]([C:19]2[CH:20]=[CH:21][C:22]([C:25]#[C:26][C:27]3[CH:28]=[CH:29][C:30]4[N:34]=[C:33]([C@@H:35]5[CH:39]=[C:38]([CH3:40])[CH2:37][NH:36]5)[NH:32][C:31]=4[CH:48]=3)=[CH:23][CH:24]=2)=[CH:17][N:18]=1)=[O:8], predict the reactants needed to synthesize it. The reactants are: [CH3:1][O:2][C:3]([NH:5][C@@H:6]([CH:49]([CH3:51])[CH3:50])[C:7]([N:9]1[CH2:13][CH2:12][CH2:11][C@H:10]1[C:14]1[NH:15][C:16]([C:19]2[CH:24]=[CH:23][C:22]([C:25]#[C:26][C:27]3[CH:28]=[CH:29][C:30]4[N:34]=[C:33]([C@@H:35]5[CH:39]=[C:38]([CH3:40])[CH2:37][N:36]5C(OC(C)(C)C)=O)[NH:32][C:31]=4[CH:48]=3)=[CH:21][CH:20]=2)=[CH:17][N:18]=1)=[O:8])=[O:4].C(O)(C(F)(F)F)=O. (2) Given the product [Br:1][C:2]1[CH:3]=[CH:4][C:5]([O:6][CH2:7][C:8]2[CH:15]=[CH:14][C:11]([CH2:12][OH:13])=[CH:10][CH:9]=2)=[CH:16][CH:17]=1, predict the reactants needed to synthesize it. The reactants are: [Br:1][C:2]1[CH:17]=[CH:16][C:5]([O:6][CH2:7][C:8]2[CH:15]=[CH:14][C:11]([CH:12]=[O:13])=[CH:10][CH:9]=2)=[CH:4][CH:3]=1.[BH4-].[Na+]. (3) Given the product [CH3:31][N:30]([CH3:32])[C:28](=[N:19][C:18]([C:15]1[N:16]=[N:17][C:12]([S:11][CH2:10][CH2:9][CH2:8][CH2:7][O:6][C:5]2[CH:21]=[CH:22][CH:23]=[C:3]([C:2]([F:24])([F:1])[F:25])[CH:4]=2)=[CH:13][CH:14]=1)=[S:20])[CH3:29], predict the reactants needed to synthesize it. The reactants are: [F:1][C:2]([F:25])([F:24])[C:3]1[CH:4]=[C:5]([CH:21]=[CH:22][CH:23]=1)[O:6][CH2:7][CH2:8][CH2:9][CH2:10][S:11][C:12]1[N:17]=[N:16][C:15]([C:18](=[S:20])[NH2:19])=[CH:14][CH:13]=1.CO[C:28](OC)([N:30]([CH3:32])[CH3:31])[CH3:29]. (4) Given the product [C:35]([O:39][C:40]([NH:42][C@H:43]([C:51]([NH:1][CH2:2][C:3]1[CH:4]=[CH:5][C:6]([NH:13][C:14]2[CH:19]=[C:18]([C:20]([F:23])([F:21])[F:22])[CH:17]=[CH:16][C:15]=2[NH:24][C:25]2[CH:30]=[CH:29][CH:28]=[CH:27][C:26]=2[C:31]([O:33][CH3:34])=[O:32])=[C:7]([CH:12]=1)[C:8]([O:10][CH3:11])=[O:9])=[O:52])[CH2:44][C:45]1[CH:50]=[CH:49][CH:48]=[CH:47][CH:46]=1)=[O:41])([CH3:37])([CH3:38])[CH3:36], predict the reactants needed to synthesize it. The reactants are: [NH2:1][CH2:2][C:3]1[CH:4]=[CH:5][C:6]([NH:13][C:14]2[CH:19]=[C:18]([C:20]([F:23])([F:22])[F:21])[CH:17]=[CH:16][C:15]=2[NH:24][C:25]2[CH:30]=[CH:29][CH:28]=[CH:27][C:26]=2[C:31]([O:33][CH3:34])=[O:32])=[C:7]([CH:12]=1)[C:8]([O:10][CH3:11])=[O:9].[C:35]([O:39][C:40]([NH:42][C@H:43]([C:51](O)=[O:52])[CH2:44][C:45]1[CH:50]=[CH:49][CH:48]=[CH:47][CH:46]=1)=[O:41])([CH3:38])([CH3:37])[CH3:36].C1CCC(N=C=NC2CCCCC2)CC1. (5) Given the product [C:36]([N:35]([CH2:34][C:28]1([OH:33])[CH2:29][CH2:30][CH2:31][CH2:32][CH:27]1[N:19]1[C:20]([C:21]2[CH:26]=[CH:25][CH:24]=[CH:23][CH:22]=2)=[C:16]([C:14]([N:13]2[CH2:12][CH2:11][N:10]([C:38]([O:40][C:41]([CH3:43])([CH3:42])[CH3:44])=[O:39])[CH2:9][C@H:8]2[CH2:1][C:2]2[CH:7]=[CH:6][CH:5]=[CH:4][CH:3]=2)=[O:15])[N:17]=[CH:18]1)[CH2:45][CH3:46])(=[O:53])[CH3:37], predict the reactants needed to synthesize it. The reactants are: [CH2:1]([C@H:8]1[N:13]([C:14]([C:16]2[N:17]=[CH:18][N:19]([CH:27]3[CH2:32][CH2:31][CH2:30][CH2:29][C:28]3([CH2:34][NH:35][CH2:36][CH3:37])[OH:33])[C:20]=2[C:21]2[CH:26]=[CH:25][CH:24]=[CH:23][CH:22]=2)=[O:15])[CH2:12][CH2:11][N:10]([C:38]([O:40][C:41]([CH3:44])([CH3:43])[CH3:42])=[O:39])[CH2:9]1)[C:2]1[CH:7]=[CH:6][CH:5]=[CH:4][CH:3]=1.[C:45](OC(=O)C)(=O)[CH3:46].C(=O)(O)[O-:53].[Na+].